From a dataset of Reaction yield outcomes from USPTO patents with 853,638 reactions. Predict the reaction yield, written as a fraction of the theoretical maximum amount of product (1.0 means a 100% yield; for example, 0.34 means a 34% yield). (1) The reactants are [F:1][C:2]1[C:3]([CH:11]=[O:12])=[CH:4][C:5]2[O:9][CH2:8][O:7][C:6]=2[CH:10]=1.[BH4-].[Na+]. The catalyst is CO.CCOC(C)=O. The product is [F:1][C:2]1[C:3]([CH2:11][OH:12])=[CH:4][C:5]2[O:9][CH2:8][O:7][C:6]=2[CH:10]=1. The yield is 0.920. (2) The reactants are [Br:1][C:2]1[CH:3]=[C:4]2[C:9](=[CH:10][CH:11]=1)[O:8][CH:7]([CH:12]1[CH2:17][CH2:16][CH2:15][O:14][CH2:13]1)[CH2:6][C:5]2=O.[CH3:19][C:20]([S:23]([NH2:25])=[O:24])([CH3:22])[CH3:21]. The catalyst is CC1CCCO1.CCOC(C)=O.O.[O-]CC.[Ti+4].[O-]CC.[O-]CC.[O-]CC. The product is [Br:1][C:2]1[CH:3]=[C:4]2[C:9](=[CH:10][CH:11]=1)[O:8][CH:7]([CH:12]1[CH2:17][CH2:16][CH2:15][O:14][CH2:13]1)[CH2:6][C:5]2=[N:25][S:23]([C:20]([CH3:22])([CH3:21])[CH3:19])=[O:24]. The yield is 0.900. (3) The reactants are [Br:1][C:2]1[CH:3]=[C:4]2[C:11]3([C:15](=[O:16])[NH:14][C:13](=O)[NH:12]3)[CH2:10][CH:9]([C:18]3[CH:23]=[CH:22][CH:21]=[C:20]([O:24][CH3:25])[CH:19]=3)[O:8][C:5]2=[CH:6][CH:7]=1.COC1C=CC(P2(SP(C3C=CC(OC)=CC=3)(=S)S2)=[S:35])=CC=1. The catalyst is O1CCOCC1. The product is [Br:1][C:2]1[CH:3]=[C:4]2[C:11]3([C:15](=[O:16])[NH:14][C:13](=[S:35])[NH:12]3)[CH2:10][CH:9]([C:18]3[CH:23]=[CH:22][CH:21]=[C:20]([O:24][CH3:25])[CH:19]=3)[O:8][C:5]2=[CH:6][CH:7]=1. The yield is 0.450. (4) The reactants are [CH:1]([O:14][C:15]1[C:24]2[N:23]=[CH:22][CH:21]=[N:20][C:19]=2[C:18]([OH:25])=[C:17]2[C:26](=[O:38])[N:27]([CH2:30][C:31]3[CH:36]=[CH:35][C:34]([F:37])=[CH:33][CH:32]=3)[C:28](=[O:29])[C:16]=12)([C:8]1[CH:13]=[CH:12][CH:11]=[CH:10][CH:9]=1)[C:2]1[CH:7]=[CH:6][CH:5]=[CH:4][CH:3]=1.[C:39]([O-])([O-])=O.[K+].[K+].CI. The catalyst is CN(C=O)C. The product is [CH:1]([O:14][C:15]1[C:24]2[N:23]=[CH:22][CH:21]=[N:20][C:19]=2[C:18]([O:25][CH3:39])=[C:17]2[C:26](=[O:38])[N:27]([CH2:30][C:31]3[CH:32]=[CH:33][C:34]([F:37])=[CH:35][CH:36]=3)[C:28](=[O:29])[C:16]=12)([C:2]1[CH:7]=[CH:6][CH:5]=[CH:4][CH:3]=1)[C:8]1[CH:9]=[CH:10][CH:11]=[CH:12][CH:13]=1. The yield is 0.780. (5) The reactants are [SiH](CC)(CC)CC.B(F)(F)F.C[CH2:13][O:14]CC.[Br:17][C:18]1[CH:19]=[CH:20][C:21]([Cl:37])=[C:22]([C:26]([C:28]2[CH:33]=[CH:32][C:31]([O:34][CH2:35][CH3:36])=[CH:30][CH:29]=2)=O)[C:23]=1OC.C(=O)([O-])[O-].[Na+].[Na+]. The catalyst is C(Cl)(Cl)Cl.C(#N)C. The product is [Br:17][C:18]1[C:19]([O:14][CH3:13])=[CH:20][C:21]([Cl:37])=[C:22]([CH2:26][C:28]2[CH:29]=[CH:30][C:31]([O:34][CH2:35][CH3:36])=[CH:32][CH:33]=2)[CH:23]=1. The yield is 0.990.